Dataset: Reaction yield outcomes from USPTO patents with 853,638 reactions. Task: Predict the reaction yield, written as a fraction of the theoretical maximum amount of product (1.0 means a 100% yield; for example, 0.34 means a 34% yield). The reactants are [Cl:1][C:2]1[CH:7]=[CH:6][C:5]([C:8]2[CH:9]=[C:10]([CH:15]=[CH:16][N:17]=2)[C:11]([O:13][CH3:14])=[O:12])=[CH:4][C:3]=1[F:18].Cl. The catalyst is CO.[Pt](=O)=O. The product is [ClH:1].[Cl:1][C:2]1[CH:7]=[CH:6][C:5]([CH:8]2[CH2:9][CH:10]([C:11]([O:13][CH3:14])=[O:12])[CH2:15][CH2:16][NH:17]2)=[CH:4][C:3]=1[F:18]. The yield is 0.960.